From a dataset of Forward reaction prediction with 1.9M reactions from USPTO patents (1976-2016). Predict the product of the given reaction. (1) Given the reactants C([O:3][C:4](=O)[C@@H:5]([N:7]([CH:21]([CH3:23])[CH3:22])[C:8]1[C:17]([N+:18]([O-])=O)=[CH:16][C:11]([C:12]([O:14][CH3:15])=[O:13])=[CH:10][N:9]=1)[CH3:6])C.P(OC1C=CC=CC=1)(OC1C=CC=CC=1)OC1C=CC=CC=1, predict the reaction product. The product is: [CH:21]([N:7]1[C@@H:5]([CH3:6])[C:4](=[O:3])[NH:18][C:17]2[CH:16]=[C:11]([C:12]([O:14][CH3:15])=[O:13])[CH:10]=[N:9][C:8]1=2)([CH3:23])[CH3:22]. (2) The product is: [Br:43][C:44]1[N:49]=[CH:48][C:47]2[C:50]([C:56]([NH:1][CH:2]3[CH2:7][CH2:6][CH:5]([C:8]#[N:9])[CH2:4][CH2:3]3)=[O:57])=[CH:51][N:52]([CH:53]([CH3:54])[CH3:55])[C:46]=2[CH:45]=1. Given the reactants [NH2:1][CH:2]1[CH2:7][CH2:6][CH:5]([C:8]#[N:9])[CH2:4][CH2:3]1.CN(C(ON1N=NC2C=CC=CC1=2)=[N+](C)C)C.F[P-](F)(F)(F)(F)F.C(N(CC)C(C)C)(C)C.[Br:43][C:44]1[N:49]=[CH:48][C:47]2[C:50]([C:56](O)=[O:57])=[CH:51][N:52]([CH:53]([CH3:55])[CH3:54])[C:46]=2[CH:45]=1, predict the reaction product. (3) Given the reactants [CH3:1][O:2][C:3](=[O:37])[CH2:4][CH2:5][C:6]1[CH:11]=[CH:10][C:9]([O:12][CH2:13][CH2:14][C:15]2[N:16]=[C:17]([C:21]3[CH:26]=[CH:25][C:24](B4OC(C)(C)C(C)(C)O4)=[CH:23][CH:22]=3)[O:18][C:19]=2[CH3:20])=[CH:8][C:7]=1[CH3:36].Br[C:39]1[CH:44]=[CH:43][CH:42]=[CH:41][N:40]=1.C(=O)([O-])[O-].[Na+].[Na+], predict the reaction product. The product is: [CH3:1][O:2][C:3](=[O:37])[CH2:4][CH2:5][C:6]1[CH:11]=[CH:10][C:9]([O:12][CH2:13][CH2:14][C:15]2[N:16]=[C:17]([C:21]3[CH:22]=[CH:23][C:24]([C:39]4[CH:44]=[CH:43][CH:42]=[CH:41][N:40]=4)=[CH:25][CH:26]=3)[O:18][C:19]=2[CH3:20])=[CH:8][C:7]=1[CH3:36]. (4) Given the reactants [F:1][C:2]1[CH:3]=[C:4]([O:8][CH:9]2[CH2:13][CH2:12][O:11][C:10]2=[O:14])[CH:5]=[N:6][CH:7]=1.[Li+].[OH-:16], predict the reaction product. The product is: [F:1][C:2]1[CH:3]=[C:4]([O:8][CH:9]([CH2:13][CH2:12][OH:11])[C:10]([OH:14])=[O:16])[CH:5]=[N:6][CH:7]=1.